This data is from Forward reaction prediction with 1.9M reactions from USPTO patents (1976-2016). The task is: Predict the product of the given reaction. (1) Given the reactants [CH2:1]([O:4][C:5]1([CH3:18])[CH2:10][CH2:9][N:8]([C:11]([O:13][C:14]([CH3:17])([CH3:16])[CH3:15])=[O:12])[CH2:7][CH2:6]1)[CH:2]=[CH2:3].B1C2CCCC1CCC2.[OH-:28].[Na+].OO, predict the reaction product. The product is: [OH:28][CH2:3][CH2:2][CH2:1][O:4][C:5]1([CH3:18])[CH2:6][CH2:7][N:8]([C:11]([O:13][C:14]([CH3:17])([CH3:16])[CH3:15])=[O:12])[CH2:9][CH2:10]1. (2) Given the reactants Cl[C:2]1[N:9]=[C:8]([C:10]2[CH:15]=[CH:14][CH:13]=[CH:12][CH:11]=2)[C:7]([C:16]2[CH:21]=[CH:20][C:19]([CH3:22])=[CH:18][CH:17]=2)=[CH:6][C:3]=1[C:4]#[N:5].[NH:23]1[CH2:28][CH2:27][O:26][CH2:25][CH2:24]1, predict the reaction product. The product is: [O:26]1[CH2:27][CH2:28][N:23]([C:2]2[N:9]=[C:8]([C:10]3[CH:15]=[CH:14][CH:13]=[CH:12][CH:11]=3)[C:7]([C:16]3[CH:21]=[CH:20][C:19]([CH3:22])=[CH:18][CH:17]=3)=[CH:6][C:3]=2[C:4]#[N:5])[CH2:24][CH2:25]1. (3) The product is: [CH3:21][CH:20]([N:23]1[C:11]([NH2:12])=[CH:10][C:9]([CH:13]2[CH2:18][CH2:17][O:16][CH2:15][CH2:14]2)=[N:24]1)[CH3:22]. Given the reactants C(N(CC)CC)C.O=[C:9]([CH:13]1[CH2:18][CH2:17][O:16][CH2:15][CH2:14]1)[CH2:10][C:11]#[N:12].Cl.[CH:20]([NH:23][NH2:24])([CH3:22])[CH3:21], predict the reaction product. (4) Given the reactants [OH-].[Na+].CCCCCC.[CH2:9]([C:11]1([CH2:15][OH:16])[CH2:14][O:13][CH2:12]1)[CH3:10].[Br:17][CH2:18][CH2:19][CH2:20][CH2:21][CH2:22][CH2:23]Br, predict the reaction product. The product is: [Br:17][CH2:18][CH2:19][CH2:20][CH2:21][CH2:22][CH2:23][O:16][CH2:15][C:11]1([CH2:9][CH3:10])[CH2:14][O:13][CH2:12]1.